From a dataset of Forward reaction prediction with 1.9M reactions from USPTO patents (1976-2016). Predict the product of the given reaction. (1) Given the reactants [C:1]([C:3]1[CH:12]=[C:11]2[C:6]([CH:7]=[CH:8][C:9](=[O:29])[N:10]2[CH2:13][CH2:14][N:15]2[CH2:20][CH2:19][CH:18]([NH:21]C(=O)OC(C)(C)C)[CH2:17][CH2:16]2)=[N:5][CH:4]=1)#[N:2].C(O)(C(F)(F)F)=O, predict the reaction product. The product is: [NH3:2].[NH2:21][CH:18]1[CH2:17][CH2:16][N:15]([CH2:14][CH2:13][N:10]2[C:9](=[O:29])[CH:8]=[CH:7][C:6]3[N:5]=[CH:4][C:3]([C:1]#[N:2])=[CH:12][C:11]2=3)[CH2:20][CH2:19]1. (2) Given the reactants [CH2:1]([C:3]1[C:12]([OH:13])=[CH:11][C:10]2[C:5](=[N:6][CH:7]=[CH:8][CH:9]=2)[N:4]=1)[CH3:2].Cl[C:15]1[C:24]2[C:19](=[CH:20][C:21]([O:27][CH3:28])=[C:22]([O:25][CH3:26])[CH:23]=2)[N:18]=[CH:17][CH:16]=1.O, predict the reaction product. The product is: [CH3:26][O:25][C:22]1[CH:23]=[C:24]2[C:19](=[CH:20][C:21]=1[O:27][CH3:28])[N:18]=[CH:17][CH:16]=[C:15]2[O:13][C:12]1[C:3]([CH2:1][CH3:2])=[N:4][C:5]2[C:10]([CH:11]=1)=[CH:9][CH:8]=[CH:7][N:6]=2. (3) Given the reactants [Cl:1][C:2]1[CH:15]=[CH:14][CH:13]=[CH:12][C:3]=1[CH2:4][C:5]1[N:9]([CH3:10])[C:8]([NH2:11])=[N:7][CH:6]=1.[O:16]1[C:20]2[CH:21]=[CH:22][C:23]([C:25]3([C:28](O)=[O:29])[CH2:27][CH2:26]3)=[CH:24][C:19]=2[O:18][CH2:17]1.C(N(CC)CC)C.F[P-](F)(F)(F)(F)F.N1(O[P+](N(C)C)(N(C)C)N(C)C)C2C=CC=CC=2N=N1, predict the reaction product. The product is: [Cl:1][C:2]1[CH:15]=[CH:14][CH:13]=[CH:12][C:3]=1[CH2:4][C:5]1[N:9]([CH3:10])[C:8]([NH:11][C:28]([C:25]2([C:23]3[CH:22]=[CH:21][C:20]4[O:16][CH2:17][O:18][C:19]=4[CH:24]=3)[CH2:27][CH2:26]2)=[O:29])=[N:7][CH:6]=1. (4) Given the reactants [ClH:1].C(OC([N:9]1[C@H:13]([C:14]2[CH:19]=[CH:18][CH:17]=[CH:16][CH:15]=2)[C@H:12]([C:20]2[CH:25]=[CH:24][CH:23]=[CH:22][CH:21]=2)[N:11]=[C:10]1[N:26]([CH2:28][C:29]1[CH:34]=[CH:33][CH:32]=[CH:31][CH:30]=1)[CH3:27])=O)(C)(C)C, predict the reaction product. The product is: [ClH:1].[C:14]1([C@H:13]2[C@@H:12]([C:20]3[CH:25]=[CH:24][CH:23]=[CH:22][CH:21]=3)[NH:11][C:10]([N:26]([CH2:28][C:29]3[CH:30]=[CH:31][CH:32]=[CH:33][CH:34]=3)[CH3:27])=[N:9]2)[CH:19]=[CH:18][CH:17]=[CH:16][CH:15]=1. (5) Given the reactants [NH2:1][C:2]1[CH:3]=[CH:4][C:5]2[C:11]([CH3:13])([CH3:12])[CH2:10][CH2:9][C:8](=[O:14])[NH:7][C:6]=2[CH:15]=1.Cl[C:17]1[N:22]=[C:21]([NH:23][C:24]2[CH:29]=[CH:28][C:27]([N:30]3[CH2:35][CH2:34][O:33][CH2:32][CH2:31]3)=[CH:26][C:25]=2[O:36][CH3:37])[C:20]([Cl:38])=[CH:19][N:18]=1, predict the reaction product. The product is: [Cl:38][C:20]1[C:21]([NH:23][C:24]2[CH:29]=[CH:28][C:27]([N:30]3[CH2:31][CH2:32][O:33][CH2:34][CH2:35]3)=[CH:26][C:25]=2[O:36][CH3:37])=[N:22][C:17]([NH:1][C:2]2[CH:3]=[CH:4][C:5]3[C:11]([CH3:12])([CH3:13])[CH2:10][CH2:9][C:8](=[O:14])[NH:7][C:6]=3[CH:15]=2)=[N:18][CH:19]=1. (6) Given the reactants [CH3:1][C:2]1[C:24]([C:25]2[C:26]([CH3:52])=[CH:27][C:28]3[C:38]([CH:39]([CH3:41])[CH3:40])=[C:37]([O:42]C(C)=O)[C:36]([O:46]C(C)=O)=[C:35](C=O)[C:29]=3[C:30]=2[O:31]C(C)=O)=[C:23]([O:53]C(C)=O)[C:5]2=[C:6](C=O)[C:7]([O:17]C(C)=O)=[C:8]([O:13]C(C)=O)[C:9]([CH:10]([CH3:12])[CH3:11])=[C:4]2[CH:3]=1, predict the reaction product. The product is: [CH:10]([C:9]1[C:4]2[C:5]([CH:6]=[C:7]([OH:17])[C:8]=1[OH:13])=[C:23]([OH:53])[C:24]([C:25]1[C:30]([OH:31])=[C:29]3[C:28](=[CH:27][C:26]=1[CH3:52])[C:38]([CH:39]([CH3:40])[CH3:41])=[C:37]([OH:42])[C:36]([OH:46])=[CH:35]3)=[C:2]([CH3:1])[CH:3]=2)([CH3:11])[CH3:12]. (7) Given the reactants [H-].[Na+].[Cl:3][C:4]1[C:12]2[N:11]=[C:10]3[N:13]([C:17]4[CH:22]=[CH:21][C:20]([Cl:23])=[CH:19][C:18]=4[C:24]([F:27])([F:26])[F:25])[CH2:14][CH2:15][CH2:16][N:9]3[C:8]=2[C:7]([CH:28]([OH:31])[CH2:29][CH3:30])=[CH:6][CH:5]=1.[CH3:32]I, predict the reaction product. The product is: [Cl:3][C:4]1[C:12]2[N:11]=[C:10]3[N:13]([C:17]4[CH:22]=[CH:21][C:20]([Cl:23])=[CH:19][C:18]=4[C:24]([F:25])([F:27])[F:26])[CH2:14][CH2:15][CH2:16][N:9]3[C:8]=2[C:7]([CH:28]([O:31][CH3:32])[CH2:29][CH3:30])=[CH:6][CH:5]=1. (8) Given the reactants [CH:1]([N-]C(C)C)(C)[CH3:2].[Li+].CN1CCCN(C)C1=O.[F:18][C:19]1[CH:20]=[C:21]2[C:26](=[CH:27][CH:28]=1)[N:25]=[CH:24][CH:23]=[C:22]2[CH:29]1[CH2:34][CH2:33][CH:32]([CH2:35][C:36]([O:38][CH2:39][CH3:40])=[O:37])[CH2:31][CH2:30]1.ICC, predict the reaction product. The product is: [F:18][C:19]1[CH:20]=[C:21]2[C:26](=[CH:27][CH:28]=1)[N:25]=[CH:24][CH:23]=[C:22]2[CH:29]1[CH2:30][CH2:31][CH:32]([CH:35]([CH2:1][CH3:2])[C:36]([O:38][CH2:39][CH3:40])=[O:37])[CH2:33][CH2:34]1.